Binary Classification. Given a T-cell receptor sequence (or CDR3 region) and an epitope sequence, predict whether binding occurs between them. From a dataset of TCR-epitope binding with 47,182 pairs between 192 epitopes and 23,139 TCRs. (1) The epitope is DPFRLLQNSQVFS. The TCR CDR3 sequence is CASSLAMGGGTEAFF. Result: 1 (the TCR binds to the epitope). (2) The epitope is KLVALGINAV. The TCR CDR3 sequence is CASSLWSAGVHNEQFF. Result: 1 (the TCR binds to the epitope). (3) The epitope is ILGLPTQTV. The TCR CDR3 sequence is CASSQEPFLAGGGETQYF. Result: 1 (the TCR binds to the epitope). (4) The epitope is KRWIILGLNK. The TCR CDR3 sequence is CRTRSVETDTQYF. Result: 1 (the TCR binds to the epitope). (5) The epitope is KLGGALQAK. The TCR CDR3 sequence is CASSLGETQYF. Result: 1 (the TCR binds to the epitope). (6) The epitope is IVDTVSALV. The TCR CDR3 sequence is CASTRAGDGETQYF. Result: 0 (the TCR does not bind to the epitope).